Dataset: Full USPTO retrosynthesis dataset with 1.9M reactions from patents (1976-2016). Task: Predict the reactants needed to synthesize the given product. Given the product [CH3:16][C:17]1[N:18]([C:23]2[N:28]=[C:27]([CH2:29][C:30]3[CH:31]=[C:32]([CH:37]=[CH:38][CH:39]=3)[CH:33]=[O:34])[CH:26]=[C:25]([CH3:40])[CH:24]=2)[C:19]([CH3:22])=[CH:20][CH:21]=1, predict the reactants needed to synthesize it. The reactants are: CC(C[AlH]CC(C)C)C.CCCCCC.[CH3:16][C:17]1[N:18]([C:23]2[N:28]=[C:27]([CH2:29][C:30]3[CH:31]=[C:32]([CH:37]=[CH:38][CH:39]=3)[C:33](OC)=[O:34])[CH:26]=[C:25]([CH3:40])[CH:24]=2)[C:19]([CH3:22])=[CH:20][CH:21]=1.Cl.